Dataset: Catalyst prediction with 721,799 reactions and 888 catalyst types from USPTO. Task: Predict which catalyst facilitates the given reaction. (1) Reactant: CC(OC([N:8]1[CH2:13][CH2:12][N:11]2[C:14](=[O:29])[O:15][C:16]([C:23]3[CH:28]=[CH:27][CH:26]=[CH:25][CH:24]=3)([C:17]3[CH:22]=[CH:21][CH:20]=[CH:19][CH:18]=3)[CH:10]2[CH2:9]1)=O)(C)C.FC(F)(F)C(O)=O. Product: [C:23]1([C:16]2([C:17]3[CH:18]=[CH:19][CH:20]=[CH:21][CH:22]=3)[CH:10]3[CH2:9][NH:8][CH2:13][CH2:12][N:11]3[C:14](=[O:29])[O:15]2)[CH:28]=[CH:27][CH:26]=[CH:25][CH:24]=1. The catalyst class is: 4. (2) Reactant: [F:1][C:2]1[CH:3]=[C:4]([N:8]=[C:9]=[O:10])[CH:5]=[CH:6][CH:7]=1.[NH2:11][C:12]1[C:13]([F:43])=[CH:14][C:15]([F:42])=[C:16]([C:18]2[C:19](=[O:41])[N:20]([CH2:39][CH3:40])[C:21]3[C:26]([CH:27]=2)=[CH:25][N:24]=[C:23]([N:28]([CH2:30][C:31]2[CH:36]=[CH:35][C:34]([O:37][CH3:38])=[CH:33][CH:32]=2)[CH3:29])[CH:22]=3)[CH:17]=1.[N-]=C=O. Product: [CH3:38][O:37][C:34]1[CH:33]=[CH:32][C:31]([CH2:30][N:28]([CH3:29])[C:23]2[CH:22]=[C:21]3[C:26]([CH:27]=[C:18]([C:16]4[C:15]([F:42])=[CH:14][C:13]([F:43])=[C:12]([NH:11][C:9]([NH:8][C:4]5[CH:5]=[CH:6][CH:7]=[C:2]([F:1])[CH:3]=5)=[O:10])[CH:17]=4)[C:19](=[O:41])[N:20]3[CH2:39][CH3:40])=[CH:25][N:24]=2)=[CH:36][CH:35]=1. The catalyst class is: 49. (3) Reactant: [CH2:1]([NH:8][C:9](=[O:28])[C@@H:10]([CH2:19][O:20][CH2:21][C:22]1[CH:27]=[CH:26][CH:25]=[CH:24][CH:23]=1)[NH:11]C(OC(C)(C)C)=O)[C:2]1[CH:7]=[CH:6][CH:5]=[CH:4][CH:3]=1.FC(F)(F)C(O)=O. Product: [CH2:1]([NH:8][C:9](=[O:28])[C@@H:10]([CH2:19][O:20][CH2:21][C:22]1[CH:27]=[CH:26][CH:25]=[CH:24][CH:23]=1)[NH2:11])[C:2]1[CH:3]=[CH:4][CH:5]=[CH:6][CH:7]=1. The catalyst class is: 4. (4) Reactant: [CH3:1][O:2][C:3]1[CH:4]=[C:5]2[C:9](=[CH:10][C:11]=1[O:12][CH3:13])[N:8]([CH3:14])[CH:7]=[C:6]2[C:15]#[C:16][C:17]1[C:18]([NH2:24])=[N:19][CH:20]=[C:21]([F:23])[CH:22]=1.CC(C)([O-])C.[K+].ClCCl.C(OCC)(=O)C. Product: [CH3:1][O:2][C:3]1[CH:4]=[C:5]2[C:9](=[CH:10][C:11]=1[O:12][CH3:13])[N:8]([CH3:14])[CH:7]=[C:6]2[C:15]1[NH:24][C:18]2=[N:19][CH:20]=[C:21]([F:23])[CH:22]=[C:17]2[CH:16]=1. The catalyst class is: 60. (5) Reactant: ClC(Cl)(Cl)CO[C:5](=[O:31])[NH:6][C:7]1[N:8]([C:16]2[CH:21]=[C:20]([Cl:22])[CH:19]=[C:18]([O:23][Si:24]([C:27]([CH3:30])([CH3:29])[CH3:28])([CH3:26])[CH3:25])[CH:17]=2)[N:9]=[C:10]([C:12]([CH3:15])([CH3:14])[CH3:13])[CH:11]=1.[CH3:34][N:35]1[CH2:39][CH2:38][CH2:37][C@H:36]1[C:40]1[N:44]2[CH:45]=[C:46]([O:49][C@H:50]3[C:59]4[C:54](=[CH:55][CH:56]=[CH:57][CH:58]=4)[C@@H:53]([NH2:60])[CH2:52][CH2:51]3)[CH:47]=[CH:48][C:43]2=[N:42][N:41]=1.CCN(C(C)C)C(C)C. Product: [C:12]([C:10]1[CH:11]=[C:7]([NH:6][C:5]([NH:60][C@@H:53]2[C:54]3[C:59](=[CH:58][CH:57]=[CH:56][CH:55]=3)[C@H:50]([O:49][C:46]3[CH:47]=[CH:48][C:43]4[N:44]([C:40]([C@@H:36]5[CH2:37][CH2:38][CH2:39][N:35]5[CH3:34])=[N:41][N:42]=4)[CH:45]=3)[CH2:51][CH2:52]2)=[O:31])[N:8]([C:16]2[CH:21]=[C:20]([Cl:22])[CH:19]=[C:18]([O:23][Si:24]([C:27]([CH3:28])([CH3:30])[CH3:29])([CH3:25])[CH3:26])[CH:17]=2)[N:9]=1)([CH3:15])([CH3:14])[CH3:13]. The catalyst class is: 20. (6) Reactant: [S:1]1[CH:5]=[CH:4][N:3]=[C:2]1[C:6]1[CH:7]=[C:8]([CH:13]=[CH:14][CH:15]=1)[C:9]([O:11]C)=[O:10].[OH-].[Li+]. Product: [S:1]1[CH:5]=[CH:4][N:3]=[C:2]1[C:6]1[CH:7]=[C:8]([CH:13]=[CH:14][CH:15]=1)[C:9]([OH:11])=[O:10]. The catalyst class is: 20. (7) Reactant: [H-].[Na+].[Cl:3][C:4]1[N:9]=[CH:8][NH:7][C:6]2=[N:10][CH:11]=[CH:12][C:5]=12.[C:13]([O:19][CH2:20]Cl)(=[O:18])[C:14]([CH3:17])([CH3:16])[CH3:15].O. Product: [C:13]([O:19][CH2:20][N:10]1[C:6]2[N:7]=[CH:8][N:9]=[C:4]([Cl:3])[C:5]=2[CH:12]=[CH:11]1)(=[O:18])[C:14]([CH3:17])([CH3:16])[CH3:15]. The catalyst class is: 7.